Task: Predict the reactants needed to synthesize the given product.. Dataset: Full USPTO retrosynthesis dataset with 1.9M reactions from patents (1976-2016) (1) Given the product [ClH:3].[NH2:7][C@@H:8]([CH2:12][CH2:13][CH2:14][NH:15][C:16]([O:18][CH2:19][C:20]1[CH:25]=[CH:24][CH:23]=[CH:22][CH:21]=1)=[O:17])[C:9]([O:11][CH3:5])=[O:10], predict the reactants needed to synthesize it. The reactants are: S(Cl)([Cl:3])=O.[CH3:5]O.[NH2:7][C@@H:8]([CH2:12][CH2:13][CH2:14][NH:15][C:16]([O:18][CH2:19][C:20]1[CH:25]=[CH:24][CH:23]=[CH:22][CH:21]=1)=[O:17])[C:9]([OH:11])=[O:10]. (2) Given the product [Cl:3][C:4]1[CH:12]=[C:11]2[C:7]([CH:8]([CH2:14][C:15]3[CH:20]=[CH:19][CH:18]=[C:17]([Cl:21])[CH:16]=3)[C:9](=[O:13])[NH:10]2)=[CH:6][CH:5]=1, predict the reactants needed to synthesize it. The reactants are: [BH4-].[Na+].[Cl:3][C:4]1[CH:12]=[C:11]2[C:7](/[C:8](=[CH:14]/[C:15]3[CH:20]=[CH:19][CH:18]=[C:17]([Cl:21])[CH:16]=3)/[C:9](=[O:13])[NH:10]2)=[CH:6][CH:5]=1.CS(C)=O.O.